Dataset: Full USPTO retrosynthesis dataset with 1.9M reactions from patents (1976-2016). Task: Predict the reactants needed to synthesize the given product. Given the product [CH:1]1([C:4]#[C:5][C:14]2[CH:19]=[CH:18][C:17]([S:20]([NH:23][CH2:24][C:25]3[C:34]4[C:29](=[N:30][CH:31]=[CH:32][CH:33]=4)[N:28]=[CH:27][CH:26]=3)(=[O:21])=[O:22])=[CH:16][CH:15]=2)[CH2:3][CH2:2]1, predict the reactants needed to synthesize it. The reactants are: [CH:1]1([C:4]#[CH:5])[CH2:3][CH2:2]1.C(N(CC)CC)C.I[C:14]1[CH:19]=[CH:18][C:17]([S:20]([NH:23][CH2:24][C:25]2[C:34]3[C:29](=[N:30][CH:31]=[CH:32][CH:33]=3)[N:28]=[CH:27][CH:26]=2)(=[O:22])=[O:21])=[CH:16][CH:15]=1.